This data is from Full USPTO retrosynthesis dataset with 1.9M reactions from patents (1976-2016). The task is: Predict the reactants needed to synthesize the given product. Given the product [ClH:1].[Cl:1][C:2]1[N:3]=[CH:4][C:5]([CH2:8][N:12]2[CH:13]=[CH:14][CH:15]=[CH:16][C:11]2=[NH:10])=[CH:6][CH:7]=1, predict the reactants needed to synthesize it. The reactants are: [Cl:1][C:2]1[CH:7]=[CH:6][C:5]([CH2:8]Cl)=[CH:4][N:3]=1.[NH2:10][C:11]1[CH:16]=[CH:15][CH:14]=[CH:13][N:12]=1.